This data is from NCI-60 drug combinations with 297,098 pairs across 59 cell lines. The task is: Regression. Given two drug SMILES strings and cell line genomic features, predict the synergy score measuring deviation from expected non-interaction effect. (1) Drug 1: C1=CC(=CC=C1CCCC(=O)O)N(CCCl)CCCl. Drug 2: CC1=C(C(CCC1)(C)C)C=CC(=CC=CC(=CC(=O)O)C)C. Cell line: MALME-3M. Synergy scores: CSS=33.7, Synergy_ZIP=-1.73, Synergy_Bliss=-2.33, Synergy_Loewe=-3.89, Synergy_HSA=4.40. (2) Drug 1: C1CCC(CC1)NC(=O)N(CCCl)N=O. Drug 2: CCN(CC)CCNC(=O)C1=C(NC(=C1C)C=C2C3=C(C=CC(=C3)F)NC2=O)C. Cell line: EKVX. Synergy scores: CSS=-0.960, Synergy_ZIP=-2.57, Synergy_Bliss=-1.61, Synergy_Loewe=-1.89, Synergy_HSA=-1.69. (3) Drug 1: C1CCC(CC1)NC(=O)N(CCCl)N=O. Drug 2: C1=CC(=CC=C1CC(C(=O)O)N)N(CCCl)CCCl.Cl. Cell line: SR. Synergy scores: CSS=91.6, Synergy_ZIP=9.52, Synergy_Bliss=9.38, Synergy_Loewe=7.18, Synergy_HSA=11.9. (4) Drug 1: CC(CN1CC(=O)NC(=O)C1)N2CC(=O)NC(=O)C2. Drug 2: CCN(CC)CCNC(=O)C1=C(NC(=C1C)C=C2C3=C(C=CC(=C3)F)NC2=O)C. Cell line: A498. Synergy scores: CSS=16.8, Synergy_ZIP=-6.85, Synergy_Bliss=-1.48, Synergy_Loewe=-2.15, Synergy_HSA=-2.13. (5) Drug 1: CC1=C(C=C(C=C1)NC2=NC=CC(=N2)N(C)C3=CC4=NN(C(=C4C=C3)C)C)S(=O)(=O)N.Cl. Drug 2: C1C(C(OC1N2C=NC(=NC2=O)N)CO)O. Cell line: CCRF-CEM. Synergy scores: CSS=36.8, Synergy_ZIP=-2.36, Synergy_Bliss=-4.30, Synergy_Loewe=-24.5, Synergy_HSA=-3.85. (6) Drug 1: CS(=O)(=O)C1=CC(=C(C=C1)C(=O)NC2=CC(=C(C=C2)Cl)C3=CC=CC=N3)Cl. Drug 2: CC1=C(C=C(C=C1)NC(=O)C2=CC=C(C=C2)CN3CCN(CC3)C)NC4=NC=CC(=N4)C5=CN=CC=C5. Cell line: A549. Synergy scores: CSS=4.30, Synergy_ZIP=0.735, Synergy_Bliss=-1.09, Synergy_Loewe=-4.29, Synergy_HSA=-4.19. (7) Drug 1: C(CC(=O)O)C(=O)CN.Cl. Drug 2: C1CNP(=O)(OC1)N(CCCl)CCCl. Cell line: HCT-15. Synergy scores: CSS=2.71, Synergy_ZIP=3.19, Synergy_Bliss=10.4, Synergy_Loewe=2.20, Synergy_HSA=3.49. (8) Drug 1: C(=O)(N)NO. Drug 2: C1=CC=C(C(=C1)C(C2=CC=C(C=C2)Cl)C(Cl)Cl)Cl. Cell line: U251. Synergy scores: CSS=-24.2, Synergy_ZIP=15.5, Synergy_Bliss=17.8, Synergy_Loewe=-9.77, Synergy_HSA=-6.04.